Dataset: Forward reaction prediction with 1.9M reactions from USPTO patents (1976-2016). Task: Predict the product of the given reaction. (1) Given the reactants C[O:2][C:3]([C:5]1[C:17]2[C:16]3[C:11](=[CH:12][CH:13]=[C:14]([N+:18]([O-:20])=[O:19])[CH:15]=3)[N:10]([CH3:21])[C:9]=2[C:8]([O:22][CH3:23])=[CH:7][CH:6]=1)=[O:4].[OH-].[Na+], predict the reaction product. The product is: [CH3:23][O:22][C:8]1[C:9]2[N:10]([CH3:21])[C:11]3[C:16](=[CH:15][C:14]([N+:18]([O-:20])=[O:19])=[CH:13][CH:12]=3)[C:17]=2[C:5]([C:3]([OH:4])=[O:2])=[CH:6][CH:7]=1. (2) Given the reactants [CH2:1]([O:8][CH2:9][CH2:10][CH2:11][O:12][C:13]1[CH:18]=[CH:17][C:16]([CH:19]2[CH:24]([O:25][CH2:26][C:27]3[CH:36]=[CH:35][C:34]4[C:29](=[CH:30][CH:31]=[CH:32][CH:33]=4)[CH:28]=3)[CH2:23][N:22]([C:37]([O-:39])=[O:38])[CH2:21][CH:20]2[CH2:40][OH:41])=[CH:15][CH:14]=1)[C:2]1[CH:7]=[CH:6][CH:5]=[CH:4][CH:3]=1.[C:42](=[O:45])([O-])[O-].[Li+].[Li+].C(Cl)(Cl)=O.[NH2:52][CH2:53][CH2:54][CH2:55][N:56]1[CH2:61][CH2:60][N:59]([CH3:62])[CH2:58][CH2:57]1, predict the reaction product. The product is: [CH2:1]([O:8][CH2:9][CH2:10][CH2:11][O:12][C:13]1[CH:14]=[CH:15][C:16]([CH:19]2[CH:24]([O:25][CH2:26][C:27]3[CH:36]=[CH:35][C:34]4[C:29](=[CH:30][CH:31]=[CH:32][CH:33]=4)[CH:28]=3)[CH2:23][N:22]([C:37]([O:39][C:2]([CH3:7])([CH3:3])[CH3:1])=[O:38])[CH2:21][CH:20]2[CH2:40][O:41][C:42](=[O:45])[NH:52][CH2:53][CH2:54][CH2:55][N:56]2[CH2:57][CH2:58][N:59]([CH3:62])[CH2:60][CH2:61]2)=[CH:17][CH:18]=1)[C:2]1[CH:3]=[CH:4][CH:5]=[CH:6][CH:7]=1. (3) Given the reactants [Cl:1][C:2]1[N:3]=[CH:4][C:5]2[NH:6][C:7](=[O:21])[C:8]3([CH2:20][CH2:19]3)[CH2:9][N:10]([CH:13]3[CH2:18][CH2:17][CH2:16][CH2:15][CH2:14]3)[C:11]=2[N:12]=1.[CH3:22]I.[H-].[Na+], predict the reaction product. The product is: [Cl:1][C:2]1[N:3]=[CH:4][C:5]2[N:6]([CH3:22])[C:7](=[O:21])[C:8]3([CH2:19][CH2:20]3)[CH2:9][N:10]([CH:13]3[CH2:18][CH2:17][CH2:16][CH2:15][CH2:14]3)[C:11]=2[N:12]=1. (4) Given the reactants Br[C:2]1[N:3]([CH2:12][CH2:13][CH2:14][CH3:15])[C:4]2[C:9]([N:10]=1)=[C:8]([NH2:11])[N:7]=[CH:6][N:5]=2.NC(N)=[S:18], predict the reaction product. The product is: [NH2:11][C:8]1[N:7]=[CH:6][N:5]=[C:4]2[C:9]=1[NH:10][C:2](=[S:18])[N:3]2[CH2:12][CH2:13][CH2:14][CH3:15]. (5) Given the reactants [CH2:1]([O:4][C:5]1[CH:6]=[C:7]([OH:12])[CH:8]=[CH:9][C:10]=1[F:11])[CH:2]=[CH2:3].F[C:14]1[CH:21]=[CH:20][C:17]([CH:18]=[O:19])=[CH:16][CH:15]=1, predict the reaction product. The product is: [CH2:1]([O:4][C:5]1[CH:6]=[C:7]([CH:8]=[CH:9][C:10]=1[F:11])[O:12][C:14]1[CH:21]=[CH:20][C:17]([CH:18]=[O:19])=[CH:16][CH:15]=1)[CH:2]=[CH2:3]. (6) Given the reactants [NH2:1][CH2:2][C:3]1([CH2:7][O:8][C:9]2[C:14]([O:15][CH3:16])=[C:13]([O:17][CH3:18])[CH:12]=[CH:11][C:10]=2[C:19]2[CH:27]=[CH:26][CH:25]=[C:24]3[C:20]=2[CH2:21][CH2:22][C:23]3=[O:28])[CH2:6][O:5][CH2:4]1.C(N(CC)CC)C.[C:36](Cl)(=[O:40])[O:37][CH2:38][CH3:39].COC1C(OC)=CC=C(C2C=CC=C3C=2CCC3=O)C=1OCC1(CNC(=O)C)COC1, predict the reaction product. The product is: [CH2:38]([O:37][C:36](=[O:40])[NH:1][CH2:2][C:3]1([CH2:7][O:8][C:9]2[C:10]([C:19]3[CH:27]=[CH:26][CH:25]=[C:24]4[C:20]=3[CH2:21][CH2:22][C:23]4=[O:28])=[CH:11][CH:12]=[C:13]([O:17][CH3:18])[C:14]=2[O:15][CH3:16])[CH2:4][O:5][CH2:6]1)[CH3:39]. (7) Given the reactants [C:1]([N:5]([CH3:32])[C:6]([C:8]1[N:9]=[C:10]([C:27]2[S:28][CH:29]=[CH:30][CH:31]=2)[N:11]2[C:20]3[C:15](=[CH:16][C:17]([O:25][CH3:26])=[C:18]([C:21]([O:23]C)=[O:22])[CH:19]=3)[CH2:14][CH2:13][C:12]=12)=[O:7])([CH3:4])([CH3:3])[CH3:2].[OH-].[K+], predict the reaction product. The product is: [C:1]([N:5]([CH3:32])[C:6]([C:8]1[N:9]=[C:10]([C:27]2[S:28][CH:29]=[CH:30][CH:31]=2)[N:11]2[C:20]3[C:15](=[CH:16][C:17]([O:25][CH3:26])=[C:18]([C:21]([OH:23])=[O:22])[CH:19]=3)[CH2:14][CH2:13][C:12]=12)=[O:7])([CH3:3])([CH3:4])[CH3:2].